From a dataset of Full USPTO retrosynthesis dataset with 1.9M reactions from patents (1976-2016). Predict the reactants needed to synthesize the given product. Given the product [Br:1][C:2]1[CH:3]=[N:4][C:5]([F:11])=[C:6]([CH:10]=1)[C:7]([NH:21][C:20]1[CH:22]=[CH:23][C:24]([F:26])=[CH:25][C:19]=1[F:18])=[O:9], predict the reactants needed to synthesize it. The reactants are: [Br:1][C:2]1[CH:3]=[N:4][C:5]([F:11])=[C:6]([CH:10]=1)[C:7]([OH:9])=O.C(Cl)(C(Cl)=O)=O.[F:18][C:19]1[CH:25]=[C:24]([F:26])[CH:23]=[CH:22][C:20]=1[NH2:21].